Dataset: Reaction yield outcomes from USPTO patents with 853,638 reactions. Task: Predict the reaction yield, written as a fraction of the theoretical maximum amount of product (1.0 means a 100% yield; for example, 0.34 means a 34% yield). (1) The reactants are [Br:1][C:2]1[C:6]2[CH:7]=[N:8][C:9]([N+:23]([O-])=O)=[C:10]([O:11][C@@H:12]([C:14]3[C:19]([Cl:20])=[CH:18][CH:17]=[C:16]([F:21])[C:15]=3[Cl:22])[CH3:13])[C:5]=2[O:4][CH:3]=1.Cl. The catalyst is CCO.CCOC(C)=O.[Fe]. The product is [Br:1][C:2]1[C:6]2[CH:7]=[N:8][C:9]([NH2:23])=[C:10]([O:11][C@@H:12]([C:14]3[C:19]([Cl:20])=[CH:18][CH:17]=[C:16]([F:21])[C:15]=3[Cl:22])[CH3:13])[C:5]=2[O:4][CH:3]=1. The yield is 1.00. (2) The yield is 0.270. The catalyst is CN(C=O)C. The reactants are COC1C=CC(C[N:8]([C:22]2[S:23][CH:24]=[CH:25][N:26]=2)[S:9]([C:12]2[CH:13]=[CH:14][C:15]3[NH:20][CH2:19][CH2:18][O:17][C:16]=3[CH:21]=2)(=[O:11])=[O:10])=CC=1.[H-].[Na+].Cl[CH2:32][C:33]([N:35]([CH2:38][CH3:39])[CH2:36][CH3:37])=[O:34]. The product is [CH2:36]([N:35]([CH2:38][CH3:39])[C:33](=[O:34])[CH2:32][N:20]1[CH2:19][CH2:18][O:17][C:16]2[CH:21]=[C:12]([S:9](=[O:10])(=[O:11])[NH:8][C:22]3[S:23][CH:24]=[CH:25][N:26]=3)[CH:13]=[CH:14][C:15]1=2)[CH3:37]. (3) The reactants are [Si:1]([O:8][CH2:9][CH:10]1[CH2:15][O:14][C:13]2[CH:16]=[CH:17][C:18]([C:21]([OH:23])=[O:22])=[C:19]([CH3:20])[C:12]=2[O:11]1)([C:4]([CH3:7])([CH3:6])[CH3:5])([CH3:3])[CH3:2].[F:24][C:25]1[C:30](O)=[C:29]([F:32])[C:28]([F:33])=[C:27]([F:34])[C:26]=1[F:35].C1(N=C=NC2CCCCC2)CCCCC1.C(Cl)Cl. The catalyst is O.C(OCC)(=O)C. The product is [F:24][C:25]1[C:30]([O:22][C:21]([C:18]2[CH:17]=[CH:16][C:13]3[O:14][CH2:15][CH:10]([CH2:9][O:8][Si:1]([C:4]([CH3:7])([CH3:5])[CH3:6])([CH3:3])[CH3:2])[O:11][C:12]=3[C:19]=2[CH3:20])=[O:23])=[C:29]([F:32])[C:28]([F:33])=[C:27]([F:34])[C:26]=1[F:35]. The yield is 0.840. (4) The reactants are C1(P(=[CH:20][C:21]([O:23][CH3:24])=[O:22])(C2C=CC=CC=2)C2C=CC=CC=2)C=CC=CC=1.[F:25][C:26]1[CH:27]=[C:28]([CH:31]=[CH:32][C:33]=1[OH:34])[CH:29]=O. The catalyst is C1(C)C=CC=CC=1.O. The product is [F:25][C:26]1[CH:27]=[C:28](/[CH:29]=[CH:20]/[C:21]([O:23][CH3:24])=[O:22])[CH:31]=[CH:32][C:33]=1[OH:34]. The yield is 0.780. (5) The reactants are Cl.[NH2:2][CH2:3][CH2:4][O:5][C:6]1[CH:11]=[CH:10][C:9]([NH:12][C:13](=[O:22])[C:14]2[CH:19]=[CH:18][CH:17]=[C:16]([O:20][CH3:21])[CH:15]=2)=[CH:8][C:7]=1[C:23]1[N:27]([CH3:28])[N:26]=[CH:25][CH:24]=1.C(N(CC)CC)C.[C:36](Cl)(=[O:38])[CH3:37]. The catalyst is ClCCl. The product is [C:36]([NH:2][CH2:3][CH2:4][O:5][C:6]1[CH:11]=[CH:10][C:9]([NH:12][C:13](=[O:22])[C:14]2[CH:19]=[CH:18][CH:17]=[C:16]([O:20][CH3:21])[CH:15]=2)=[CH:8][C:7]=1[C:23]1[N:27]([CH3:28])[N:26]=[CH:25][CH:24]=1)(=[O:38])[CH3:37]. The yield is 0.543. (6) The reactants are [Cl:1][C:2]1[CH:11]=[CH:10][C:9]2[C:4](=[CH:5][CH:6]=[C:7]([OH:12])[CH:8]=2)[N:3]=1.C(=O)([O-])[O-].[Cs+].[Cs+].[CH2:19](Br)[C:20]1[CH:25]=[CH:24][CH:23]=[CH:22][CH:21]=1.O. The catalyst is CN(C=O)C. The product is [CH2:19]([O:12][C:7]1[CH:8]=[C:9]2[C:4](=[CH:5][CH:6]=1)[N:3]=[C:2]([Cl:1])[CH:11]=[CH:10]2)[C:20]1[CH:25]=[CH:24][CH:23]=[CH:22][CH:21]=1. The yield is 0.940. (7) The reactants are [CH3:1][CH2:2][C:3]1([C:11]2[CH:12]=[CH:13][C:14]([NH2:17])=[CH:15][CH:16]=2)[C:9](=[O:10])[NH:8][C:6](=[O:7])[CH2:5][CH2:4]1.[I-:18].[K+].II. The catalyst is CO.O. The product is [NH2:17][C:14]1[CH:13]=[CH:12][C:11]([C:3]2([CH2:2][CH3:1])[CH2:4][CH2:5][C:6](=[O:7])[NH:8][C:9]2=[O:10])=[CH:16][C:15]=1[I:18]. The yield is 0.380. (8) The reactants are [N:1]1([C:7](Cl)=[O:8])[CH2:6][CH2:5][O:4][CH2:3][CH2:2]1.[CH3:10][CH:11]([N:13]1[CH2:18][CH2:17][CH:16]([O:19][C:20]2[CH:25]=[CH:24][C:23]([CH:26]3[CH2:31][CH2:30][NH:29][CH2:28][CH2:27]3)=[CH:22][CH:21]=2)[CH2:15][CH2:14]1)[CH3:12].CCN(CC1C=CC=CC=1)CC.C=CC1C=CC=CC=1.C=CC1C=CC(C=C)=CC=1. The catalyst is C(Cl)Cl. The product is [CH3:12][CH:11]([N:13]1[CH2:14][CH2:15][CH:16]([O:19][C:20]2[CH:25]=[CH:24][C:23]([CH:26]3[CH2:31][CH2:30][N:29]([C:7]([N:1]4[CH2:6][CH2:5][O:4][CH2:3][CH2:2]4)=[O:8])[CH2:28][CH2:27]3)=[CH:22][CH:21]=2)[CH2:17][CH2:18]1)[CH3:10]. The yield is 0.780. (9) The reactants are [CH2:1]([N:4]1[C:12]2[C:7](=[CH:8][C:9]([NH:13][CH2:14][CH2:15][O:16][Si:17]([C:20]([CH3:23])([CH3:22])[CH3:21])([CH3:19])[CH3:18])=[CH:10][CH:11]=2)[C:6](=[O:24])[N:5]1[CH2:25][C:26]1[CH:31]=[CH:30][CH:29]=[CH:28][CH:27]=1)[CH:2]=[CH2:3].[Cl:32][C:33]1[C:38]([C:39](Cl)=[O:40])=[C:37]([Cl:42])[N:36]=[CH:35][N:34]=1. The catalyst is C(Cl)Cl. The product is [CH2:1]([N:4]1[C:12]2[C:7](=[CH:8][C:9]([N:13]([CH2:14][CH2:15][O:16][Si:17]([C:20]([CH3:22])([CH3:23])[CH3:21])([CH3:18])[CH3:19])[C:39]([C:38]3[C:33]([Cl:32])=[N:34][CH:35]=[N:36][C:37]=3[Cl:42])=[O:40])=[CH:10][CH:11]=2)[C:6](=[O:24])[N:5]1[CH2:25][C:26]1[CH:27]=[CH:28][CH:29]=[CH:30][CH:31]=1)[CH:2]=[CH2:3]. The yield is 0.460. (10) The reactants are C1C=CC2N(O)N=[N:7]C=2C=1.CCN=C=NCCCN(C)C.Cl.Cl.[CH2:24]([O:31][C:32]([N:34]1[CH2:39][CH2:38][N:37]([C:40]2[CH:45]=[CH:44][C:43]([NH:46][C:47]3[N:52]=[C:51]([CH2:53][CH2:54][C:55]4[CH:60]=[CH:59][CH:58]=[CH:57][C:56]=4[CH2:61][C:62]([OH:64])=O)[CH:50]=[CH:49][N:48]=3)=[CH:42][CH:41]=2)[CH2:36][CH2:35]1)=[O:33])[C:25]1[CH:30]=[CH:29][CH:28]=[CH:27][CH:26]=1.C(=O)([O-])[O-].[NH4+].[NH4+]. The catalyst is C1COCC1.CN(C=O)C. The product is [NH2:7][C:62](=[O:64])[CH2:61][C:56]1[CH:57]=[CH:58][CH:59]=[CH:60][C:55]=1[CH2:54][CH2:53][C:51]1[CH:50]=[CH:49][N:48]=[C:47]([NH:46][C:43]2[CH:44]=[CH:45][C:40]([N:37]3[CH2:36][CH2:35][N:34]([C:32]([O:31][CH2:24][C:25]4[CH:26]=[CH:27][CH:28]=[CH:29][CH:30]=4)=[O:33])[CH2:39][CH2:38]3)=[CH:41][CH:42]=2)[N:52]=1. The yield is 0.950.